This data is from Reaction yield outcomes from USPTO patents with 853,638 reactions. The task is: Predict the reaction yield, written as a fraction of the theoretical maximum amount of product (1.0 means a 100% yield; for example, 0.34 means a 34% yield). (1) The reactants are [CH3:1][N:2]1[C:6]2[S:7][C:8](C(O)=O)=[CH:9][C:5]=2[C:4]([CH3:13])=[N:3]1.N1C2C(=CC=CC=2)C=CC=1. The catalyst is [Cu]. The product is [CH3:1][N:2]1[C:6]2[S:7][CH:8]=[CH:9][C:5]=2[C:4]([CH3:13])=[N:3]1. The yield is 0.690. (2) The reactants are [CH3:1][C:2]1[CH:7]=[CH:6][C:5]([CH2:8][CH2:9][N+:10]([O-:12])=[O:11])=[CH:4][CH:3]=1.C[O:14][CH:15](OC)[CH2:16][CH2:17][CH2:18][CH:19]=O. The catalyst is CCOC(C)=O.CCCCCC. The product is [N+:10](/[C:9](/[CH2:8][C:5]1[CH:4]=[CH:3][C:2]([CH3:1])=[CH:7][CH:6]=1)=[CH:19]/[CH2:18][CH2:17][CH2:16][CH:15]=[O:14])([O-:12])=[O:11]. The yield is 0.350. (3) The catalyst is CC(N(C)C)=O. The reactants are OS(C(F)(F)F)(=O)=O.[C:9](=[NH:32])([O:11][CH2:12][CH2:13][C:14]1[CH:19]=[CH:18][C:17]([O:20][C:21]2[CH:26]=[CH:25][C:24]([Cl:27])=[C:23]([C:28]([F:31])([F:30])[F:29])[CH:22]=2)=[CH:16][CH:15]=1)[NH2:10].[CH:33]([CH:35]([CH2:41][C:42]1[CH:47]=[CH:46][CH:45]=[CH:44][CH:43]=1)[C:36](OCC)=O)=[O:34].C([O-])([O-])=O.[K+].[K+]. The yield is 0.397. The product is [Cl:27][C:24]1[CH:25]=[CH:26][C:21]([O:20][C:17]2[CH:16]=[CH:15][C:14]([CH2:13][CH2:12][O:11][C:9]3[NH:10][CH:36]=[C:35]([CH2:41][C:42]4[CH:47]=[CH:46][CH:45]=[CH:44][CH:43]=4)[C:33](=[O:34])[N:32]=3)=[CH:19][CH:18]=2)=[CH:22][C:23]=1[C:28]([F:31])([F:30])[F:29]. (4) The reactants are [OH:1][CH2:2][C:3]([NH:6][C:7]([C:9]1[C:10]([C:22]2[S:26][C:25]3[CH:27]=[CH:28][C:29]([CH3:31])=[CH:30][C:24]=3[CH:23]=2)=[N:11][N:12](COCC[Si](C)(C)C)[CH:13]=1)=[O:8])([CH3:5])[CH3:4].FC(F)(F)C(O)=O.CO.[OH-].[NH4+]. The catalyst is ClCCl. The product is [OH:1][CH2:2][C:3]([NH:6][C:7]([C:9]1[C:10]([C:22]2[S:26][C:25]3[CH:27]=[CH:28][C:29]([CH3:31])=[CH:30][C:24]=3[CH:23]=2)=[N:11][NH:12][CH:13]=1)=[O:8])([CH3:5])[CH3:4]. The yield is 0.290. (5) The reactants are [N+:1]([C:4]1[CH:13]=[C:12]2[C:7]([CH2:8][CH2:9][CH2:10][C:11]2=O)=[CH:6][CH:5]=1)([O-:3])=[O:2].Cl.[O:16]([NH2:18])[CH3:17].C(=O)(O)[O-].[Na+]. The catalyst is CCO. The product is [CH3:17][O:16][N:18]=[C:11]1[C:12]2[C:7](=[CH:6][CH:5]=[C:4]([N+:1]([O-:3])=[O:2])[CH:13]=2)[CH2:8][CH2:9][CH2:10]1. The yield is 0.950.